The task is: Binary Classification. Given a T-cell receptor sequence (or CDR3 region) and an epitope sequence, predict whether binding occurs between them.. This data is from TCR-epitope binding with 47,182 pairs between 192 epitopes and 23,139 TCRs. (1) The epitope is LEPLVDLPI. The TCR CDR3 sequence is CASSFLAGGSYNEQFF. Result: 1 (the TCR binds to the epitope). (2) The epitope is RPHERNGFTVL. The TCR CDR3 sequence is CASSAPKSESYNEQFF. Result: 0 (the TCR does not bind to the epitope). (3) The epitope is VTEHDTLLY. The TCR CDR3 sequence is CSVGGSTDTQYF. Result: 1 (the TCR binds to the epitope).